From a dataset of Full USPTO retrosynthesis dataset with 1.9M reactions from patents (1976-2016). Predict the reactants needed to synthesize the given product. Given the product [F:1][C:2]1[CH:37]=[CH:36][C:5]([CH2:6][C:7]2([CH2:32][OH:33])[CH2:12][CH2:11][CH2:10][CH:9]([NH:13][C:14]([C:16]3[CH:17]=[C:18]4[C:22](=[CH:23][CH:24]=3)[NH:21][N:20]=[C:19]4[C:25]3[CH:30]=[CH:29][N:28]=[C:27]([CH3:31])[CH:26]=3)=[O:15])[CH2:8]2)=[CH:4][CH:3]=1, predict the reactants needed to synthesize it. The reactants are: [F:1][C:2]1[CH:37]=[CH:36][C:5]([CH2:6][C:7]2([C:32](OC)=[O:33])[CH2:12][CH2:11][CH2:10][CH:9]([NH:13][C:14]([C:16]3[CH:17]=[C:18]4[C:22](=[CH:23][CH:24]=3)[NH:21][N:20]=[C:19]4[C:25]3[CH:30]=[CH:29][N:28]=[C:27]([CH3:31])[CH:26]=3)=[O:15])[CH2:8]2)=[CH:4][CH:3]=1.[H-].[Al+3].[Li+].[H-].[H-].[H-].